Dataset: Forward reaction prediction with 1.9M reactions from USPTO patents (1976-2016). Task: Predict the product of the given reaction. (1) Given the reactants [Na+].Cl[CH2:3][CH:4]([OH:10])[CH2:5][S:6]([O-:9])(=[O:8])=[O:7].[CH2:11]([NH2:13])[CH3:12].[Na], predict the reaction product. The product is: [CH2:11]([NH:13][CH2:3][CH:4]([OH:10])[CH2:5][S:6]([OH:9])(=[O:8])=[O:7])[CH3:12]. (2) Given the reactants [C:1]([O:5][C:6]([C@H:8]([CH3:12])[C:9]([OH:11])=O)=[O:7])([CH3:4])([CH3:3])[CH3:2].C1CN([P+](ON2N=NC3C=CC=CC2=3)(N2CCCC2)N2CCCC2)CC1.F[P-](F)(F)(F)(F)F.CCN(C(C)C)C(C)C.[NH2:55][C:56]1[CH:57]=[C:58]([C:62]2[N:71]=[C:70]([NH:72][C:73]3[CH:74]=[C:75]4[C:79](=[CH:80][CH:81]=3)[N:78]([C:82]([O:84][C:85]([CH3:88])([CH3:87])[CH3:86])=[O:83])[N:77]=[CH:76]4)[C:69]3[C:64](=[CH:65][CH:66]=[CH:67][CH:68]=3)[N:63]=2)[CH:59]=[CH:60][CH:61]=1, predict the reaction product. The product is: [C:1]([O:5][C:6]([C@H:8]([CH3:12])[C:9]([NH:55][C:56]1[CH:57]=[C:58]([C:62]2[N:71]=[C:70]([NH:72][C:73]3[CH:74]=[C:75]4[C:79](=[CH:80][CH:81]=3)[N:78]([C:82]([O:84][C:85]([CH3:88])([CH3:87])[CH3:86])=[O:83])[N:77]=[CH:76]4)[C:69]3[C:64](=[CH:65][CH:66]=[CH:67][CH:68]=3)[N:63]=2)[CH:59]=[CH:60][CH:61]=1)=[O:11])=[O:7])([CH3:2])([CH3:3])[CH3:4]. (3) Given the reactants C1(P(C2C=CC=CC=2)C2C3OC4C(=CC=CC=4P(C4C=CC=CC=4)C4C=CC=CC=4)C(C)(C)C=3C=CC=2)C=CC=CC=1.[NH2:43][C:44]1[C:49]([Br:50])=[CH:48][C:47]([CH3:51])=[CH:46][N:45]=1.I[C:53]1[C:54]([CH3:69])=[C:55]([CH:66]=[CH:67][CH:68]=1)[C:56]([NH:58][CH:59]1[CH2:64][CH2:63][N:62]([CH3:65])[CH2:61][CH2:60]1)=[O:57].C(=O)([O-])[O-].[Cs+].[Cs+], predict the reaction product. The product is: [Br:50][C:49]1[C:44]([NH:43][C:53]2[C:54]([CH3:69])=[C:55]([CH:66]=[CH:67][CH:68]=2)[C:56]([NH:58][CH:59]2[CH2:64][CH2:63][N:62]([CH3:65])[CH2:61][CH2:60]2)=[O:57])=[N:45][CH:46]=[C:47]([CH3:51])[CH:48]=1. (4) Given the reactants [C:1]([N:5]1[CH:9]=[CH:8][CH:7]=[N:6]1)([CH3:4])([CH3:3])[CH3:2].[Br:10]N1C(=O)CCC1=O, predict the reaction product. The product is: [Br:10][C:8]1[CH:7]=[N:6][N:5]([C:1]([CH3:4])([CH3:3])[CH3:2])[CH:9]=1. (5) Given the reactants [O:1]1[C:5]2([CH2:10][CH2:9][C:8]([C:11]3[C:19]4[C:14](=[CH:15][CH:16]=[CH:17][CH:18]=4)[NH:13][CH:12]=3)=[CH:7][CH2:6]2)[O:4][CH2:3][CH2:2]1.[F:20]C1C=C2C(C=CN2)=CC=1, predict the reaction product. The product is: [O:4]1[C:5]2([CH2:10][CH2:9][C:8]([C:11]3[C:19]4[C:14](=[CH:15][C:16]([F:20])=[CH:17][CH:18]=4)[NH:13][CH:12]=3)=[CH:7][CH2:6]2)[O:1][CH2:2][CH2:3]1. (6) Given the reactants [Cl:1][C:2]1[CH:40]=[CH:39][C:5]([O:6][C:7]2[CH:12]=[CH:11][C:10]([N:13]3[CH:17]([C:18]4[CH:23]=[CH:22][CH:21]=[C:20]([O:24]CC5C=CC=CC=5)[CH:19]=4)[CH2:16][N:15]([CH2:32][CH2:33][S:34]([CH3:37])(=[O:36])=[O:35])[C:14]3=[O:38])=[CH:9][CH:8]=2)=[CH:4][CH:3]=1, predict the reaction product. The product is: [Cl:1][C:2]1[CH:3]=[CH:4][C:5]([O:6][C:7]2[CH:8]=[CH:9][C:10]([N:13]3[CH:17]([C:18]4[CH:23]=[CH:22][CH:21]=[C:20]([OH:24])[CH:19]=4)[CH2:16][N:15]([CH2:32][CH2:33][S:34]([CH3:37])(=[O:35])=[O:36])[C:14]3=[O:38])=[CH:11][CH:12]=2)=[CH:39][CH:40]=1.